From a dataset of Reaction yield outcomes from USPTO patents with 853,638 reactions. Predict the reaction yield, written as a fraction of the theoretical maximum amount of product (1.0 means a 100% yield; for example, 0.34 means a 34% yield). (1) The reactants are [C:1]1(=[O:14])[C:6]2=[CH:7][C:8]3[CH2:9][CH2:10][CH2:11][CH2:12][C:13]=3[N:5]2[CH2:4][CH2:3][NH:2]1.Br[C:16]1[C:21]([C:22]2([OH:26])[CH2:25][O:24][CH2:23]2)=[C:20]([Cl:27])[CH:19]=[CH:18][N:17]=1.CNCCNC.CC([O-])=O.[K+]. The catalyst is [Cu]I.O1CCOCC1. The product is [Cl:27][C:20]1[CH:19]=[CH:18][N:17]=[C:16]([N:2]2[CH2:3][CH2:4][N:5]3[C:13]4[CH2:12][CH2:11][CH2:10][CH2:9][C:8]=4[CH:7]=[C:6]3[C:1]2=[O:14])[C:21]=1[C:22]1([OH:26])[CH2:25][O:24][CH2:23]1. The yield is 0.420. (2) The reactants are [Cl:1][C:2]([Cl:28])([Cl:27])[CH2:3][O:4][C:5]([C@@H:7]1[CH2:12][CH2:11][CH2:10][N:9]([C:13]([O:15]C(C)(C)C)=O)[N:8]1C(OC(C)(C)C)=O)=[O:6].FC(F)(F)C(O)=O.[C:36]([O:40][C:41]([NH:43][C@@H:44]([CH2:48][O:49][Si:50]([C:63]([CH3:66])([CH3:65])[CH3:64])([C:57]1[CH:62]=[CH:61][CH:60]=[CH:59][CH:58]=1)[C:51]1[CH:56]=[CH:55][CH:54]=[CH:53][CH:52]=1)C(O)=O)=[O:42])([CH3:39])([CH3:38])[CH3:37].C(N(CC)C(C)C)(C)C.C[NH3+].F[P-](F)(F)(F)(F)F.N1(OC(N(C)C)=[N+](C)C)C2N=CC=CC=2N=N1.F[P-](F)(F)(F)(F)F. The catalyst is ClCCl.C(#N)C. The product is [Cl:28][C:2]([Cl:1])([Cl:27])[CH2:3][O:4][C:5]([C@@H:7]1[CH2:12][CH2:11][CH2:10][N:9]([C:13](=[O:15])[C@@H:44]([NH:43][C:41]([O:40][C:36]([CH3:39])([CH3:38])[CH3:37])=[O:42])[CH2:48][O:49][Si:50]([C:63]([CH3:66])([CH3:65])[CH3:64])([C:57]2[CH:58]=[CH:59][CH:60]=[CH:61][CH:62]=2)[C:51]2[CH:56]=[CH:55][CH:54]=[CH:53][CH:52]=2)[NH:8]1)=[O:6]. The yield is 0.490. (3) The yield is 0.230. The product is [C:1]([O:5][C:6]([N:8]1[CH2:13][CH2:12][N:11]([CH2:14][C:15]2[N:20]=[C:19]3[N:21]=[C:22]([C:24]4[CH:29]=[CH:28][CH:27]=[C:26]([NH:30][C:37](=[O:38])[C:36]5[CH:40]=[CH:41][CH:42]=[C:34]([N:33]([CH3:32])[CH3:43])[CH:35]=5)[CH:25]=4)[O:23][C:18]3=[CH:17][CH:16]=2)[CH2:10][CH2:9]1)=[O:7])([CH3:4])([CH3:2])[CH3:3]. The reactants are [C:1]([O:5][C:6]([N:8]1[CH2:13][CH2:12][N:11]([CH2:14][C:15]2[N:20]=[C:19]3[N:21]=[C:22]([C:24]4[CH:29]=[CH:28][CH:27]=[C:26]([NH2:30])[CH:25]=4)[O:23][C:18]3=[CH:17][CH:16]=2)[CH2:10][CH2:9]1)=[O:7])([CH3:4])([CH3:3])[CH3:2].Cl.[CH3:32][N:33]([CH3:43])[C:34]1[CH:35]=[C:36]([CH:40]=[CH:41][CH:42]=1)[C:37](Cl)=[O:38]. The catalyst is N1C=CC=CC=1. (4) The reactants are [NH2:1][C:2]([CH:4]1[C:13](=[O:14])[NH:12][C:11]2[N:10]=[C:9]([C:15]3[C:20]([O:21]CC4C=CC(OC)=CC=4)=[CH:19][CH:18]=[CH:17][C:16]=3[O:31][CH2:32][CH:33]3[CH2:35][CH2:34]3)[CH:8]=[C:7]([CH:36]3[CH2:41][CH2:40][N:39](C(OC(C)(C)C)=O)[CH2:38][CH2:37]3)[C:6]=2[CH2:5]1)=[O:3].[ClH:49]. The catalyst is O1CCOCC1. The product is [ClH:49].[CH:33]1([CH2:32][O:31][C:16]2[CH:17]=[CH:18][CH:19]=[C:20]([OH:21])[C:15]=2[C:9]2[N:10]=[C:11]3[C:6]([CH2:5][CH:4]([C:2]([NH2:1])=[O:3])[C:13](=[O:14])[NH:12]3)=[C:7]([CH:36]3[CH2:37][CH2:38][NH:39][CH2:40][CH2:41]3)[CH:8]=2)[CH2:34][CH2:35]1. The yield is 0.900. (5) The reactants are CON(C)[C:4](=[O:18])[CH:5]([O:16][CH3:17])[C:6]1[CH:15]=[CH:14][CH:13]=[C:12]2[C:7]=1[CH:8]=[CH:9][CH:10]=[N:11]2.[Br:20][C:21]1[C:26]([O:27][CH3:28])=[CH:25][C:24]([C:29]2[O:30][CH:31]=[CH:32][CH:33]=2)=[CH:23][C:22]=1[O:34][CH3:35]. No catalyst specified. The product is [Br:20][C:21]1[C:22]([O:34][CH3:35])=[CH:23][C:24]([C:29]2[O:30][C:31]([C:4](=[O:18])[CH:5]([O:16][CH3:17])[C:6]3[CH:15]=[CH:14][CH:13]=[C:12]4[C:7]=3[CH:8]=[CH:9][CH:10]=[N:11]4)=[CH:32][CH:33]=2)=[CH:25][C:26]=1[O:27][CH3:28]. The yield is 0.460. (6) The reactants are [S:1]([O-:4])([O-:3])=[O:2].[Na+].[Na+].[CH2:7]([O:14][C:15]1[CH:20]=[CH:19][CH:18]=[CH:17][C:16]=1[CH2:21]Br)[C:8]1[CH:13]=[CH:12][CH:11]=[CH:10][CH:9]=1.Cl. The catalyst is [I-].C([N+](CCCC)(CCCC)CCCC)CCC.O. The product is [CH2:7]([O:14][C:15]1[CH:20]=[CH:19][CH:18]=[CH:17][C:16]=1[CH2:21][S:1]([OH:4])(=[O:3])=[O:2])[C:8]1[CH:9]=[CH:10][CH:11]=[CH:12][CH:13]=1. The yield is 0.0800. (7) The reactants are [CH3:1][O:2][C:3]1[CH:4]=[C:5]2[C:10](=[CH:11][C:12]=1[O:13][CH3:14])[N:9]=[CH:8][CH:7]=[C:6]2[O:15][C:16]1[CH:21]=[CH:20][C:19]([NH:22][C:23](=O)[CH2:24][O:25][C:26]2[CH:31]=[CH:30][CH:29]=[CH:28][C:27]=2[O:32][CH3:33])=[CH:18][C:17]=1[CH3:35].Cl.[OH-].[Na+]. The catalyst is O1CCCC1. The product is [CH3:1][O:2][C:3]1[CH:4]=[C:5]2[C:10](=[CH:11][C:12]=1[O:13][CH3:14])[N:9]=[CH:8][CH:7]=[C:6]2[O:15][C:16]1[CH:21]=[CH:20][C:19]([NH:22][CH2:23][CH2:24][O:25][C:26]2[CH:31]=[CH:30][CH:29]=[CH:28][C:27]=2[O:32][CH3:33])=[CH:18][C:17]=1[CH3:35]. The yield is 0.800. (8) The product is [Br:1][C:2]1[CH:3]=[C:4]2[C:8](=[CH:9][CH:10]=1)[NH:7][CH2:6][CH2:5]2. The catalyst is Cl. The yield is 0.550. The reactants are [Br:1][C:2]1[CH:3]=[C:4]2[C:8](=[CH:9][CH:10]=1)[N:7](C(=O)C)[CH2:6][CH2:5]2.C([O-])([O-])=O.[Na+].[Na+]. (9) The reactants are Cl.[CH:2]12[NH:9][CH:6]([CH2:7][CH2:8]1)[CH2:5][C:4](=[O:10])[CH2:3]2.Cl[C:12]1[N:17]=[CH:16][CH:15]=[CH:14][N:13]=1.C([O-])(O)=O.[Na+]. The catalyst is C(O)(C)C. The product is [N:13]1[CH:14]=[CH:15][CH:16]=[N:17][C:12]=1[N:9]1[CH:6]2[CH2:7][CH2:8][CH:2]1[CH2:3][C:4](=[O:10])[CH2:5]2. The yield is 0.529.